From a dataset of NCI-60 drug combinations with 297,098 pairs across 59 cell lines. Regression. Given two drug SMILES strings and cell line genomic features, predict the synergy score measuring deviation from expected non-interaction effect. (1) Drug 1: CCCS(=O)(=O)NC1=C(C(=C(C=C1)F)C(=O)C2=CNC3=C2C=C(C=N3)C4=CC=C(C=C4)Cl)F. Drug 2: CC1=C2C(C(=O)C3(C(CC4C(C3C(C(C2(C)C)(CC1OC(=O)C(C(C5=CC=CC=C5)NC(=O)C6=CC=CC=C6)O)O)OC(=O)C7=CC=CC=C7)(CO4)OC(=O)C)O)C)OC(=O)C. Cell line: CCRF-CEM. Synergy scores: CSS=42.1, Synergy_ZIP=8.48, Synergy_Bliss=7.04, Synergy_Loewe=-35.4, Synergy_HSA=5.18. (2) Drug 1: C1CC(=O)NC(=O)C1N2C(=O)C3=CC=CC=C3C2=O. Drug 2: C1CN(P(=O)(OC1)NCCCl)CCCl. Cell line: SK-MEL-28. Synergy scores: CSS=0.262, Synergy_ZIP=1.73, Synergy_Bliss=3.07, Synergy_Loewe=-0.325, Synergy_HSA=0.111. (3) Drug 1: C1CCC(C1)C(CC#N)N2C=C(C=N2)C3=C4C=CNC4=NC=N3. Drug 2: CCN(CC)CCCC(C)NC1=C2C=C(C=CC2=NC3=C1C=CC(=C3)Cl)OC. Cell line: SF-295. Synergy scores: CSS=21.2, Synergy_ZIP=-6.31, Synergy_Bliss=1.94, Synergy_Loewe=-2.25, Synergy_HSA=1.90. (4) Drug 1: CC1=C(C(=CC=C1)Cl)NC(=O)C2=CN=C(S2)NC3=CC(=NC(=N3)C)N4CCN(CC4)CCO. Drug 2: CCN(CC)CCCC(C)NC1=C2C=C(C=CC2=NC3=C1C=CC(=C3)Cl)OC. Cell line: HL-60(TB). Synergy scores: CSS=24.5, Synergy_ZIP=-4.77, Synergy_Bliss=2.74, Synergy_Loewe=7.35, Synergy_HSA=4.86.